Dataset: Merck oncology drug combination screen with 23,052 pairs across 39 cell lines. Task: Regression. Given two drug SMILES strings and cell line genomic features, predict the synergy score measuring deviation from expected non-interaction effect. (1) Drug 1: Cc1nc(Nc2ncc(C(=O)Nc3c(C)cccc3Cl)s2)cc(N2CCN(CCO)CC2)n1. Drug 2: Cn1cc(-c2cnn3c(N)c(Br)c(C4CCCNC4)nc23)cn1. Cell line: ZR751. Synergy scores: synergy=20.5. (2) Drug 1: CC1CC2C3CCC4=CC(=O)C=CC4(C)C3(F)C(O)CC2(C)C1(O)C(=O)CO. Drug 2: NC(=O)c1cccc2cn(-c3ccc(C4CCCNC4)cc3)nc12. Cell line: A2780. Synergy scores: synergy=4.65. (3) Drug 1: O=S1(=O)NC2(CN1CC(F)(F)F)C1CCC2Cc2cc(C=CCN3CCC(C(F)(F)F)CC3)ccc2C1. Drug 2: CCC1(O)CC2CN(CCc3c([nH]c4ccccc34)C(C(=O)OC)(c3cc4c(cc3OC)N(C)C3C(O)(C(=O)OC)C(OC(C)=O)C5(CC)C=CCN6CCC43C65)C2)C1. Cell line: SKMES1. Synergy scores: synergy=34.9. (4) Cell line: KPL1. Drug 2: O=C(O)C1(Cc2cccc(Nc3nccs3)n2)CCC(Oc2cccc(Cl)c2F)CC1. Synergy scores: synergy=32.1. Drug 1: CC1CC2C3CCC4=CC(=O)C=CC4(C)C3(F)C(O)CC2(C)C1(O)C(=O)CO. (5) Drug 1: COC12C(COC(N)=O)C3=C(C(=O)C(C)=C(N)C3=O)N1CC1NC12. Drug 2: C#Cc1cccc(Nc2ncnc3cc(OCCOC)c(OCCOC)cc23)c1. Cell line: T47D. Synergy scores: synergy=-10.7.